The task is: Predict the reactants needed to synthesize the given product.. This data is from Full USPTO retrosynthesis dataset with 1.9M reactions from patents (1976-2016). (1) Given the product [ClH:42].[C:1]([C:3]1[CH:8]=[CH:7][CH:6]=[CH:5][C:4]=1[S:9]([O:12][C:13]1[CH:14]=[C:15]([CH:16]=[C:17]([CH3:19])[CH:18]=1)[O:20][CH2:22][CH2:23][CH2:24][OH:25])(=[O:11])=[O:10])#[N:2], predict the reactants needed to synthesize it. The reactants are: [C:1]([C:3]1[CH:8]=[CH:7][CH:6]=[CH:5][C:4]=1[S:9]([O:12][C:13]1[CH:14]=[C:15]([OH:20])[CH:16]=[C:17]([CH3:19])[CH:18]=1)(=[O:11])=[O:10])#[N:2].O.[C:22]1(O)C=C(C)C=[C:24]([OH:25])[CH:23]=1.C(C1C=CC=CC=1S([Cl:42])(=O)=O)#N. (2) Given the product [CH3:1][C:2]1[N:7]=[C:6]([C:8]2[CH:13]=[CH:12][CH:11]=[C:10]([C:14]3[CH:15]=[C:16]([S:20]([Cl:36])(=[O:22])=[O:21])[CH:17]=[CH:18][CH:19]=3)[N:9]=2)[CH:5]=[C:4]([C:24]2[CH:29]=[CH:28][C:27]([C:30]([F:33])([F:32])[F:31])=[CH:26][CH:25]=2)[CH:3]=1, predict the reactants needed to synthesize it. The reactants are: [CH3:1][C:2]1[N:7]=[C:6]([C:8]2[CH:13]=[CH:12][CH:11]=[C:10]([C:14]3[CH:15]=[C:16]([S:20](O)(=[O:22])=[O:21])[CH:17]=[CH:18][CH:19]=3)[N:9]=2)[CH:5]=[C:4]([C:24]2[CH:29]=[CH:28][C:27]([C:30]([F:33])([F:32])[F:31])=[CH:26][CH:25]=2)[CH:3]=1.S(Cl)([Cl:36])=O.C([O-])(O)=O.[Na+]. (3) Given the product [Cl:1][C:2]1[N:3]=[C:4]([N:21]2[CH2:22][CH2:23][O:24][CH2:25][CH2:26]2)[C:5]2[S:10][C:9]([CH2:11][N:12]3[CH2:17][CH2:16][N:15]4[C:14](=[O:18])[CH2:28][NH:29][C:30](=[O:33])[C@H:19]4[CH2:13]3)=[CH:8][C:6]=2[N:7]=1, predict the reactants needed to synthesize it. The reactants are: [Cl:1][C:2]1[N:3]=[C:4]([N:21]2[CH2:26][CH2:25][O:24][CH2:23][CH2:22]2)[C:5]2[S:10][C:9]([CH2:11][N:12]3[CH2:17][CH2:16][NH:15][C:14](=[O:18])[C:13]3(C)[CH3:19])=[CH:8][C:6]=2[N:7]=1.[C:30]1(=[O:33])[NH:29][CH2:28][C:30](=[O:33])[N:29]2CCNC[C@H:28]12. (4) The reactants are: [N+:1]([C:4]1[C:5]([N:10]2[CH2:15][CH2:14][C:13](=[CH:16][C:17]3[O:18][C:19]4[CH:25]=[CH:24][C:23](C5C=CC=CC=5)=[CH:22][C:20]=4[CH:21]=3)[CH2:12][CH2:11]2)=[N:6][CH:7]=[CH:8][CH:9]=1)([O-:3])=[O:2].IC1C=CC=CC=1O. Given the product [N+:1]([C:4]1[C:5]([N:10]2[CH2:15][CH2:14][C:13](=[CH:16][C:17]3[O:18][C:19]4[CH:25]=[CH:24][CH:23]=[CH:22][C:20]=4[CH:21]=3)[CH2:12][CH2:11]2)=[N:6][CH:7]=[CH:8][CH:9]=1)([O-:3])=[O:2], predict the reactants needed to synthesize it. (5) Given the product [C:1]([O:5][C:6]([N:8]1[CH2:12][CH2:11][C@@H:10]([OH:13])[C@H:9]1[C:14]([O:16][CH2:23][C:24]1[CH:29]=[CH:28][CH:27]=[CH:26][CH:25]=1)=[O:15])=[O:7])([CH3:4])([CH3:2])[CH3:3], predict the reactants needed to synthesize it. The reactants are: [C:1]([O:5][C:6]([N:8]1[CH2:12][CH2:11][C@H:10]([OH:13])[C@H:9]1[C:14]([OH:16])=[O:15])=[O:7])([CH3:4])([CH3:3])[CH3:2].C([O-])([O-])=O.[Cs+].[Cs+].[CH2:23](Br)[C:24]1[CH:29]=[CH:28][CH:27]=[CH:26][CH:25]=1. (6) The reactants are: [F:1][C:2]1[CH:3]=[C:4]([CH:51]=[CH:52][CH:53]=1)[CH2:5][N:6]1[C:10]([CH3:11])=[C:9]([C:12]2[C:20]3[C:15](=[N:16][CH:17]=[C:18]([C:21]4[CH:26]=[CH:25][C:24]([N:27]5[CH2:32][CH2:31][N:30](C(OC(C)(C)C)=O)[CH2:29][CH2:28]5)=[CH:23][CH:22]=4)[CH:19]=3)[N:14]([S:40]([C:43]3[CH:49]=[CH:48][C:46]([CH3:47])=[CH:45][CH:44]=3)(=[O:42])=[O:41])[CH:13]=2)[C:8]([CH3:50])=[N:7]1.[ClH:54]. Given the product [ClH:54].[F:1][C:2]1[CH:3]=[C:4]([CH:51]=[CH:52][CH:53]=1)[CH2:5][N:6]1[C:10]([CH3:11])=[C:9]([C:12]2[C:20]3[C:15](=[N:16][CH:17]=[C:18]([C:21]4[CH:26]=[CH:25][C:24]([N:27]5[CH2:28][CH2:29][NH:30][CH2:31][CH2:32]5)=[CH:23][CH:22]=4)[CH:19]=3)[N:14]([S:40]([C:43]3[CH:49]=[CH:48][C:46]([CH3:47])=[CH:45][CH:44]=3)(=[O:41])=[O:42])[CH:13]=2)[C:8]([CH3:50])=[N:7]1, predict the reactants needed to synthesize it. (7) Given the product [CH3:1][C:2]1[N:7]=[C:6]2[S:8][C:9]3[CH2:14][CH2:13][CH2:12][CH2:11][C:10]=3[C:5]2=[C:4]([C:15]2[CH:20]=[CH:19][C:18]([CH3:21])=[CH:17][CH:16]=2)[C:3]=1[CH:22]([O:27][CH2:28][CH3:29])[C:23]([OH:25])=[O:24], predict the reactants needed to synthesize it. The reactants are: [CH3:1][C:2]1[N:7]=[C:6]2[S:8][C:9]3[CH2:14][CH2:13][CH2:12][CH2:11][C:10]=3[C:5]2=[C:4]([C:15]2[CH:20]=[CH:19][C:18]([CH3:21])=[CH:17][CH:16]=2)[C:3]=1[CH:22]([O:27][CH2:28][CH3:29])[C:23]([O:25]C)=[O:24].[OH-].[Na+].